Dataset: NCI-60 drug combinations with 297,098 pairs across 59 cell lines. Task: Regression. Given two drug SMILES strings and cell line genomic features, predict the synergy score measuring deviation from expected non-interaction effect. (1) Drug 1: CN1CCC(CC1)COC2=C(C=C3C(=C2)N=CN=C3NC4=C(C=C(C=C4)Br)F)OC. Drug 2: CC1=C2C(C(=O)C3(C(CC4C(C3C(C(C2(C)C)(CC1OC(=O)C(C(C5=CC=CC=C5)NC(=O)OC(C)(C)C)O)O)OC(=O)C6=CC=CC=C6)(CO4)OC(=O)C)OC)C)OC. Cell line: DU-145. Synergy scores: CSS=52.2, Synergy_ZIP=4.75, Synergy_Bliss=4.54, Synergy_Loewe=-14.0, Synergy_HSA=6.28. (2) Drug 1: CC1OCC2C(O1)C(C(C(O2)OC3C4COC(=O)C4C(C5=CC6=C(C=C35)OCO6)C7=CC(=C(C(=C7)OC)O)OC)O)O. Drug 2: CCCCCOC(=O)NC1=NC(=O)N(C=C1F)C2C(C(C(O2)C)O)O. Cell line: UACC62. Synergy scores: CSS=33.5, Synergy_ZIP=-5.29, Synergy_Bliss=1.76, Synergy_Loewe=-43.8, Synergy_HSA=1.77.